This data is from Full USPTO retrosynthesis dataset with 1.9M reactions from patents (1976-2016). The task is: Predict the reactants needed to synthesize the given product. (1) Given the product [CH2:1]([O:8][C:9]1[CH:14]=[CH:13][C:12]([C:15]2[O:19][C:18]([O:30][CH3:29])=[N:17][C:16]=2[C:21]2[CH:26]=[CH:25][C:24]([O:27][CH3:28])=[CH:23][CH:22]=2)=[CH:11][CH:10]=1)[C:2]1[CH:7]=[CH:6][CH:5]=[CH:4][CH:3]=1, predict the reactants needed to synthesize it. The reactants are: [CH2:1]([O:8][C:9]1[CH:14]=[CH:13][C:12]([C:15]2[O:19][C:18](Cl)=[N:17][C:16]=2[C:21]2[CH:26]=[CH:25][C:24]([O:27][CH3:28])=[CH:23][CH:22]=2)=[CH:11][CH:10]=1)[C:2]1[CH:7]=[CH:6][CH:5]=[CH:4][CH:3]=1.[CH3:29][O-:30].[Na+]. (2) The reactants are: [C:1]([O:4][CH2:5][C@@H:6]1[C@@H:11]([O:12][C:13](=[O:15])[CH3:14])[C@H:10](OC(=O)C)[CH:9]=[CH:8][O:7]1)(=[O:3])[CH3:2].[OH:20][C:21]1[CH:22]=[C:23]2[C:28](=[CH:29][CH:30]=1)[CH:27]=[C:26](B(O)O)[CH:25]=[CH:24]2. Given the product [C:1]([O:4][CH2:5][C@@H:6]1[C@@H:11]([O:12][C:13](=[O:15])[CH3:14])[CH:10]=[CH:9][C@@H:8]([C:26]2[CH:25]=[CH:24][C:23]3[C:28](=[CH:29][CH:30]=[C:21]([OH:20])[CH:22]=3)[CH:27]=2)[O:7]1)(=[O:3])[CH3:2], predict the reactants needed to synthesize it.